This data is from Catalyst prediction with 721,799 reactions and 888 catalyst types from USPTO. The task is: Predict which catalyst facilitates the given reaction. (1) Reactant: Cl[C:2]1[N:6]([CH2:7][CH2:8][CH2:9][C:10]([O:12][CH2:13][CH3:14])=[O:11])[C:5]2[C:15]([CH:20]([CH2:23][CH3:24])[CH2:21][CH3:22])=[CH:16][CH:17]=[C:18]([Cl:19])[C:4]=2[N:3]=1.[Br:25][C:26]1[CH:32]=[C:31]([O:33][C:34]([F:37])([F:36])[F:35])[CH:30]=[CH:29][C:27]=1[NH2:28].O.C1(C)C=CC(S(O)(=O)=O)=CC=1.C(=O)([O-])O.[Na+]. Product: [Br:25][C:26]1[CH:32]=[C:31]([O:33][C:34]([F:36])([F:37])[F:35])[CH:30]=[CH:29][C:27]=1[NH:28][C:2]1[N:6]([CH2:7][CH2:8][CH2:9][C:10]([O:12][CH2:13][CH3:14])=[O:11])[C:5]2[C:15]([CH:20]([CH2:23][CH3:24])[CH2:21][CH3:22])=[CH:16][CH:17]=[C:18]([Cl:19])[C:4]=2[N:3]=1. The catalyst class is: 113. (2) Reactant: C([O:4][CH2:5][C:6]([CH3:51])([CH3:50])[CH2:7][N:8]1[C:14]2[CH:15]=[CH:16][C:17]([Cl:19])=[CH:18][C:13]=2[C@@H:12]([C:20]2[CH:25]=[CH:24][CH:23]=[C:22]([O:26][CH3:27])[C:21]=2[O:28][CH3:29])[O:11][C@H:10]([CH2:30][C:31]([NH:33][C:34]2[CH:35]=[C:36]([CH2:40][CH2:41][CH2:42][CH2:43][C:44]([O:46]CC)=[O:45])[CH:37]=[CH:38][CH:39]=2)=[O:32])[C:9]1=[O:49])(=O)C.C(O)C.[OH-].[Na+]. Product: [Cl:19][C:17]1[CH:16]=[CH:15][C:14]2[N:8]([CH2:7][C:6]([CH3:50])([CH3:51])[CH2:5][OH:4])[C:9](=[O:49])[C@@H:10]([CH2:30][C:31]([NH:33][C:34]3[CH:35]=[C:36]([CH2:40][CH2:41][CH2:42][CH2:43][C:44]([OH:46])=[O:45])[CH:37]=[CH:38][CH:39]=3)=[O:32])[O:11][C@H:12]([C:20]3[CH:25]=[CH:24][CH:23]=[C:22]([O:26][CH3:27])[C:21]=3[O:28][CH3:29])[C:13]=2[CH:18]=1. The catalyst class is: 6. (3) Reactant: [Cl:1][C:2]1[C:7]([C:8]2[CH:13]=[CH:12][C:11]([C:14]#[N:15])=[CH:10][C:9]=2[Cl:16])=[C:6]([NH:17][C@@H:18]([CH:20]([CH3:22])[CH3:21])[CH3:19])[N:5]2[N:23]=[CH:24][C:25]([C:26]([O:28]C)=[O:27])=[C:4]2[N:3]=1.[OH-].[K+].O.Cl. Product: [Cl:1][C:2]1[C:7]([C:8]2[CH:13]=[CH:12][C:11]([C:14]#[N:15])=[CH:10][C:9]=2[Cl:16])=[C:6]([NH:17][C@@H:18]([CH:20]([CH3:21])[CH3:22])[CH3:19])[N:5]2[N:23]=[CH:24][C:25]([C:26]([OH:28])=[O:27])=[C:4]2[N:3]=1. The catalyst class is: 12. (4) Reactant: [N+:1]([CH:4]([N+:6]([O-:8])=[O:7])[CH3:5])([O-:3])=[O:2].[OH-].[K+].[C:11]([O:15][CH2:16][CH2:17][CH2:18][CH3:19])(=[O:14])[CH:12]=[CH2:13].CO. Product: [N+:1]([C:4]([N+:6]([O-:8])=[O:7])([CH3:5])[CH2:13][CH2:12][C:11]([O:15][CH2:16][CH2:17][CH2:18][CH3:19])=[O:14])([O-:3])=[O:2]. The catalyst class is: 6. (5) Reactant: [N:1]1([C:11]([O:13][CH2:14][C:15]2[CH:20]=[CH:19][CH:18]=[CH:17][CH:16]=2)=[O:12])[CH2:6][CH2:5][CH:4]([C:7](OC)=[O:8])[CH2:3][CH2:2]1.CC(C[AlH]CC(C)C)C.CO.[Cl-].[Na+]. Product: [CH:7]([CH:4]1[CH2:5][CH2:6][N:1]([C:11]([O:13][CH2:14][C:15]2[CH:16]=[CH:17][CH:18]=[CH:19][CH:20]=2)=[O:12])[CH2:2][CH2:3]1)=[O:8]. The catalyst class is: 11.